Dataset: Full USPTO retrosynthesis dataset with 1.9M reactions from patents (1976-2016). Task: Predict the reactants needed to synthesize the given product. (1) The reactants are: [CH:1]1[C:14]2[CH:13]([C:15]([O:17][CH3:18])=[O:16])[C:12]3[C:7](=[CH:8][CH:9]=[CH:10][CH:11]=3)[O:6][C:5]=2[CH:4]=[CH:3][CH:2]=1.CC(C)([O-])C.[K+].[F:25][CH:26]([F:28])Cl. Given the product [F:25][CH:26]([F:28])[C:13]1([C:15]([O:17][CH3:18])=[O:16])[C:14]2[CH:1]=[CH:2][CH:3]=[CH:4][C:5]=2[O:6][C:7]2[C:12]1=[CH:11][CH:10]=[CH:9][CH:8]=2, predict the reactants needed to synthesize it. (2) Given the product [CH3:1][O:2][C:3](=[O:21])[CH2:4][N:5]1[C:9](=[O:10])[NH:8][C:7]([C:14]2[CH:19]=[CH:18][C:17]([Cl:20])=[CH:16][CH:15]=2)=[N:6]1, predict the reactants needed to synthesize it. The reactants are: [CH3:1][O:2][C:3](=[O:21])[CH2:4][N:5]1[C:9](=[O:10])[N:8](CC=C)[C:7]([C:14]2[CH:19]=[CH:18][C:17]([Cl:20])=[CH:16][CH:15]=2)=[N:6]1.C(O)=O.C(N(CC)CC)C. (3) The reactants are: [NH2:1][C:2]1[CH:3]=[N:4][C:5]2[C:10]([CH:11]=1)=[CH:9][CH:8]=[CH:7][CH:6]=2.Cl[C:13]([O:15][C:16]1[CH:21]=[CH:20][CH:19]=[CH:18][CH:17]=1)=[O:14]. Given the product [N:4]1[C:5]2[C:10](=[CH:9][CH:8]=[CH:7][CH:6]=2)[CH:11]=[C:2]([NH:1][C:13](=[O:14])[O:15][C:16]2[CH:21]=[CH:20][CH:19]=[CH:18][CH:17]=2)[CH:3]=1, predict the reactants needed to synthesize it. (4) Given the product [NH2:24][C:22]1[CH2:21][O:20][CH2:19][C@:5]2([C:4]3[CH:3]=[C:2]([Br:1])[CH:15]=[C:14]([F:16])[C:13]=3[O:12][C:11]3[C:6]2=[CH:7][C:8]([OH:17])=[CH:9][CH:10]=3)[N:23]=1, predict the reactants needed to synthesize it. The reactants are: [Br:1][C:2]1[CH:15]=[C:14]([F:16])[C:13]2[O:12][C:11]3[C:6](=[CH:7][C:8]([O:17]C)=[CH:9][CH:10]=3)[C@:5]3([N:23]=[C:22]([NH2:24])[CH2:21][O:20][CH2:19]3)[C:4]=2[CH:3]=1.B(Br)(Br)Br. (5) Given the product [C:1]([C:5]1[CH:17]=[CH:16][C:8]([CH2:9][N:10]2[CH2:14][CH2:13][O:12][S:11]2(=[O:18])=[O:15])=[CH:7][CH:6]=1)([CH3:4])([CH3:2])[CH3:3], predict the reactants needed to synthesize it. The reactants are: [C:1]([C:5]1[CH:17]=[CH:16][C:8]([CH2:9][N:10]2[CH2:14][CH2:13][O:12][S:11]2=[O:15])=[CH:7][CH:6]=1)([CH3:4])([CH3:3])[CH3:2].[OH2:18]. (6) Given the product [Cl:30][C:24]1[CH:25]=[C:26]([Cl:29])[CH:27]=[CH:28][C:23]=1[N:7]1[C:8]2=[N:9][C:10]3[CH:17]=[CH:16][CH:15]=[C:14]([N:18]([CH2:21][CH3:22])[CH2:19][CH3:20])[C:11]=3[N:12]2[CH2:13][CH:6]1[CH2:5][OH:4], predict the reactants needed to synthesize it. The reactants are: C([O:4][CH2:5][CH:6]1[CH2:13][N:12]2[C:8](=[N:9][C:10]3[CH:17]=[CH:16][CH:15]=[C:14]([N:18]([CH2:21][CH3:22])[CH2:19][CH3:20])[C:11]=32)[N:7]1[C:23]1[CH:28]=[CH:27][C:26]([Cl:29])=[CH:25][C:24]=1[Cl:30])(=O)C.C(=O)([O-])[O-].[K+].[K+]. (7) Given the product [CH3:22][C:3]1([NH:2][C:24]2[CH:29]=[CH:28][C:27]([O:30][C:31]([F:32])([F:34])[F:33])=[CH:26][N:25]=2)[CH2:7][CH2:6][CH2:5][CH:4]1[NH:8][C:9](=[O:21])[C:10]1[CH:15]=[CH:14][CH:13]=[CH:12][C:11]=1[N:16]1[N:17]=[CH:18][CH:19]=[N:20]1, predict the reactants needed to synthesize it. The reactants are: Cl.[NH2:2][C:3]1([CH3:22])[CH2:7][CH2:6][CH2:5][CH:4]1[NH:8][C:9](=[O:21])[C:10]1[CH:15]=[CH:14][CH:13]=[CH:12][C:11]=1[N:16]1[N:20]=[CH:19][CH:18]=[N:17]1.Br[C:24]1[CH:29]=[CH:28][C:27]([O:30][C:31]([F:34])([F:33])[F:32])=[CH:26][N:25]=1.C1C=CC(P(C2C(C3C(P(C4C=CC=CC=4)C4C=CC=CC=4)=CC=C4C=3C=CC=C4)=C3C(C=CC=C3)=CC=2)C2C=CC=CC=2)=CC=1.CC(C)([O-])C.[Na+].